From a dataset of Full USPTO retrosynthesis dataset with 1.9M reactions from patents (1976-2016). Predict the reactants needed to synthesize the given product. Given the product [Br:25][C:3]1[N:4]2[CH:9]=[C:8]([C:10]3[CH:15]=[CH:14][C:13]([C:16]([N:18]4[CH2:23][CH2:22][N:21]([CH3:24])[CH2:20][CH2:19]4)=[O:17])=[CH:12][CH:11]=3)[N:7]=[CH:6][C:5]2=[N:1][CH:2]=1, predict the reactants needed to synthesize it. The reactants are: [N:1]1[CH:2]=[CH:3][N:4]2[CH:9]=[C:8]([C:10]3[CH:15]=[CH:14][C:13]([C:16]([N:18]4[CH2:23][CH2:22][N:21]([CH3:24])[CH2:20][CH2:19]4)=[O:17])=[CH:12][CH:11]=3)[N:7]=[CH:6][C:5]=12.[Br:25]N1C(=O)CCC1=O.